Dataset: Forward reaction prediction with 1.9M reactions from USPTO patents (1976-2016). Task: Predict the product of the given reaction. (1) Given the reactants [C:1]([C:4]1[CH:9]=[CH:8][C:7](OS(C2C=CC(C)=CC=2)(=O)=O)=[C:6]([O:21][CH3:22])[CH:5]=1)(=[O:3])[CH3:2].[CH:23]#[C:24][CH2:25][CH2:26][CH2:27][CH2:28][CH3:29], predict the reaction product. The product is: [C:23]([C:7]1[CH:8]=[CH:9][C:4]([C:1](=[O:3])[CH3:2])=[CH:5][C:6]=1[O:21][CH3:22])#[C:24][CH2:25][CH2:26][CH2:27][CH2:28][CH3:29]. (2) Given the reactants [F:1][C:2]([F:15])([CH:8]1[CH2:13][CH2:12][CH:11]([CH3:14])[CH2:10][CH2:9]1)[C:3]([O:5]CC)=[O:4].O1CCCC1.CO.O.[OH-].[Li+], predict the reaction product. The product is: [F:1][C:2]([F:15])([CH:8]1[CH2:13][CH2:12][CH:11]([CH3:14])[CH2:10][CH2:9]1)[C:3]([OH:5])=[O:4].